This data is from Reaction yield outcomes from USPTO patents with 853,638 reactions. The task is: Predict the reaction yield, written as a fraction of the theoretical maximum amount of product (1.0 means a 100% yield; for example, 0.34 means a 34% yield). (1) The reactants are B.O1CCCC1.[C:7]([O:11][C:12]([N:14]1[CH2:19][CH2:18][CH:17]([C:20](O)=[O:21])[CH2:16][CH2:15]1)=[O:13])([CH3:10])([CH3:9])[CH3:8].C(=O)([O-])O.[Na+].O. The catalyst is O1CCCC1. The product is [OH:21][CH2:20][CH:17]1[CH2:18][CH2:19][N:14]([C:12]([O:11][C:7]([CH3:10])([CH3:9])[CH3:8])=[O:13])[CH2:15][CH2:16]1. The yield is 0.760. (2) The reactants are [CH:1]1([C@H:4]2[O:9][CH2:8][C@@H:7]([C:10]3[CH:15]=[CH:14][CH:13]=[CH:12][CH:11]=3)[NH:6][CH2:5]2)[CH2:3][CH2:2]1.Br[C:17]1[CH:18]=[CH:19][C:20]2[O:21][CH2:22][C:23](=[O:27])[NH:24][C:25]=2[N:26]=1. No catalyst specified. The product is [CH:1]1([C@@H:4]2[CH2:5][N:6]([C:17]3[CH:18]=[CH:19][C:20]4[O:21][CH2:22][C:23](=[O:27])[NH:24][C:25]=4[N:26]=3)[C@H:7]([C:10]3[CH:15]=[CH:14][CH:13]=[CH:12][CH:11]=3)[CH2:8][O:9]2)[CH2:3][CH2:2]1. The yield is 0.350. (3) The reactants are [N:1]1([C:6]2[CH:11]=[CH:10][C:9]([S:12][C:13]3[CH:18]=[CH:17][N:16]=[C:15](Cl)[N:14]=3)=[CH:8][CH:7]=2)[CH:5]=[N:4][N:3]=[N:2]1.[O:20]1[CH2:25][CH2:24][N:23]([C:26]2[CH:32]=[CH:31][C:29]([NH2:30])=[CH:28][CH:27]=2)[CH2:22][CH2:21]1. No catalyst specified. The product is [N:1]1([C:6]2[CH:11]=[CH:10][C:9]([S:12][C:13]3[CH:18]=[CH:17][N:16]=[C:15]([NH:30][C:29]4[CH:28]=[CH:27][C:26]([N:23]5[CH2:24][CH2:25][O:20][CH2:21][CH2:22]5)=[CH:32][CH:31]=4)[N:14]=3)=[CH:8][CH:7]=2)[CH:5]=[N:4][N:3]=[N:2]1. The yield is 0.380. (4) The reactants are [C:1]([CH2:3][C:4]([OH:6])=O)#[N:2].[C:7]([C:11]1[CH:17]=[CH:16][C:14]([NH2:15])=[CH:13][CH:12]=1)([CH3:10])([CH3:9])[CH3:8]. The catalyst is ClCCl. The product is [C:7]([C:11]1[CH:12]=[CH:13][C:14]([NH:15][C:4](=[O:6])[CH2:3][C:1]#[N:2])=[CH:16][CH:17]=1)([CH3:10])([CH3:8])[CH3:9]. The yield is 0.800. (5) The reactants are [N:1]1[C:10]2[C:5](=[CH:6][CH:7]=[CH:8][CH:9]=2)[CH:4]=[C:3]([C:11]2[CH:12]=[N:13][N:14]3[C:19]([N:20]([CH2:29][O:30][CH2:31][CH2:32][Si:33]([CH3:36])([CH3:35])[CH3:34])[CH2:21][O:22][CH2:23][CH2:24][Si:25]([CH3:28])([CH3:27])[CH3:26])=[CH:18][C:17]([CH:37]=C)=[N:16][C:15]=23)[CH:2]=1.N1C(C)=CC=CC=1C.O.[O-:48]S([O-])(=S)=O.[Na+].[Na+]. The catalyst is O1CCOCC1.O=[Os](=O)(=O)=O. The product is [CH3:36][Si:33]([CH3:34])([CH3:35])[CH2:32][CH2:31][O:30][CH2:29][N:20]([CH2:21][O:22][CH2:23][CH2:24][Si:25]([CH3:26])([CH3:27])[CH3:28])[C:19]1[N:14]2[N:13]=[CH:12][C:11]([C:3]3[CH:2]=[N:1][C:10]4[C:5]([CH:4]=3)=[CH:6][CH:7]=[CH:8][CH:9]=4)=[C:15]2[N:16]=[C:17]([CH:37]=[O:48])[CH:18]=1. The yield is 0.920. (6) The reactants are [C:1]([O:5][C:6]([N:8]1[CH2:12][C@@H:11]([C:13]2[CH:18]=[CH:17][CH:16]=[CH:15][CH:14]=2)[C@@H:10]([CH2:19]OS(C)(=O)=O)[CH2:9]1)=[O:7])([CH3:4])([CH3:3])[CH3:2].[N-:25]=[N+:26]=[N-:27].[Na+]. The catalyst is CS(C)=O.C(=O)([O-])[O-].[Na+].[Na+]. The product is [C:1]([O:5][C:6]([N:8]1[CH2:12][C@@H:11]([C:13]2[CH:18]=[CH:17][CH:16]=[CH:15][CH:14]=2)[C@@H:10]([CH2:19][N:25]=[N+:26]=[N-:27])[CH2:9]1)=[O:7])([CH3:4])([CH3:3])[CH3:2]. The yield is 0.970. (7) The reactants are [Cl:1][C:2]1[CH:12]=[C:11]([N+:13]([O-])=O)[C:5]2[O:6][CH2:7][C:8](=[O:10])[NH:9][C:4]=2[CH:3]=1. The catalyst is [Pd].O1CCCC1. The product is [NH2:13][C:11]1[C:5]2[O:6][CH2:7][C:8](=[O:10])[NH:9][C:4]=2[CH:3]=[C:2]([Cl:1])[CH:12]=1. The yield is 0.920.